Dataset: Catalyst prediction with 721,799 reactions and 888 catalyst types from USPTO. Task: Predict which catalyst facilitates the given reaction. Reactant: O.O.O.C([O-])(=O)C.[Pb+2:8].C([O-])(=O)C.[Pb]=O.[C:15]([OH:34])(=[O:33])[CH2:16][CH2:17][CH2:18][CH2:19][CH2:20][CH2:21][CH2:22]/[CH:23]=[CH:24]\[CH2:25][CH2:26][CH2:27][CH2:28][CH2:29][CH2:30][CH2:31][CH3:32]. Product: [C:15]([O-:34])(=[O:33])[CH2:16][CH2:17][CH2:18][CH2:19][CH2:20][CH2:21][CH2:22]/[CH:23]=[CH:24]\[CH2:25][CH2:26][CH2:27][CH2:28][CH2:29][CH2:30][CH2:31][CH3:32].[Pb+2:8].[C:15]([O-:34])(=[O:33])[CH2:16][CH2:17][CH2:18][CH2:19][CH2:20][CH2:21][CH2:22]/[CH:23]=[CH:24]\[CH2:25][CH2:26][CH2:27][CH2:28][CH2:29][CH2:30][CH2:31][CH3:32]. The catalyst class is: 400.